Dataset: Full USPTO retrosynthesis dataset with 1.9M reactions from patents (1976-2016). Task: Predict the reactants needed to synthesize the given product. (1) Given the product [OH:8][C:6]([CH:4]([CH:2]([C:1]([OH:10])=[O:9])[OH:3])[OH:5])=[O:7].[CH2:57]([N:13]([CH2:11][CH3:12])[CH2:14][CH2:15][N:16]([C:31]([CH2:33][N:34]1[CH:39]=[C:38]([CH2:40][C:41]2[CH:42]=[N:43][N:44]([CH3:46])[CH:45]=2)[C:37](=[O:47])[N:36]=[C:35]1[S:48][CH2:49][C:50]1[CH:55]=[CH:54][C:53]([F:56])=[CH:52][CH:51]=1)=[O:32])[CH2:17][C:18]1[CH:23]=[CH:22][C:21]([C:24]2[CH:25]=[CH:26][C:27]([Cl:30])=[CH:28][CH:29]=2)=[CH:20][CH:19]=1)[CH3:58], predict the reactants needed to synthesize it. The reactants are: [C:1]([OH:10])(=[O:9])[C@@H:2]([C@H:4]([C:6]([OH:8])=[O:7])[OH:5])[OH:3].[CH2:11]([N:13]([CH2:57][CH3:58])[CH2:14][CH2:15][N:16]([C:31]([CH2:33][N:34]1[CH:39]=[C:38]([CH2:40][C:41]2[CH:42]=[N:43][N:44]([CH3:46])[CH:45]=2)[C:37](=[O:47])[N:36]=[C:35]1[S:48][CH2:49][C:50]1[CH:55]=[CH:54][C:53]([F:56])=[CH:52][CH:51]=1)=[O:32])[CH2:17][C:18]1[CH:23]=[CH:22][C:21]([C:24]2[CH:29]=[CH:28][C:27]([Cl:30])=[CH:26][CH:25]=2)=[CH:20][CH:19]=1)[CH3:12]. (2) Given the product [Cl:65][C:62]1[CH:63]=[CH:64][C:59]([NH:58][C:15](=[O:17])[C@@H:14]([N:12]2[CH2:13][C:9]3[CH2:8][C:7]4[C:6]([O:25][CH3:26])=[CH:5][CH:4]=[C:3]([O:2][CH3:1])[C:24]=4[O:23][C:10]=3[C:11]2=[O:22])[CH2:18][CH:19]([CH3:21])[CH3:20])=[N:60][CH:61]=1, predict the reactants needed to synthesize it. The reactants are: [CH3:1][O:2][C:3]1[C:24]2[O:23][C:10]3[C:11](=[O:22])[N:12]([C@@H:14]([CH2:18][CH:19]([CH3:21])[CH3:20])[C:15]([OH:17])=O)[CH2:13][C:9]=3[CH2:8][C:7]=2[C:6]([O:25][CH3:26])=[CH:5][CH:4]=1.CN1CCOCC1.F[P-](F)(F)(F)(F)F.N1(OC(N(C)C)=[N+](C)C)C2N=CC=CC=2N=N1.[NH2:58][C:59]1[CH:64]=[CH:63][C:62]([Cl:65])=[CH:61][N:60]=1.